Dataset: Forward reaction prediction with 1.9M reactions from USPTO patents (1976-2016). Task: Predict the product of the given reaction. (1) Given the reactants Br[C:2]1[C:3]([CH3:13])=[N:4][C:5]([O:8][CH2:9][CH2:10][O:11][CH3:12])=[CH:6][CH:7]=1.[B:14]1([B:14]2[O:18][C:17]([CH3:20])([CH3:19])[C:16]([CH3:22])([CH3:21])[O:15]2)[O:18][C:17]([CH3:20])([CH3:19])[C:16]([CH3:22])([CH3:21])[O:15]1.C(Cl)Cl.CC([O-])=O.[K+], predict the reaction product. The product is: [CH3:12][O:11][CH2:10][CH2:9][O:8][C:5]1[N:4]=[C:3]([CH3:13])[C:2]([B:14]2[O:18][C:17]([CH3:20])([CH3:19])[C:16]([CH3:22])([CH3:21])[O:15]2)=[CH:7][CH:6]=1. (2) Given the reactants Cl[C:2]1[N:7]=[C:6]([CH3:8])[C:5]([CH:9]([CH2:14][CH2:15][CH3:16])[C:10]([O:12][CH3:13])=[O:11])=[C:4]([C:17]2[CH:22]=[CH:21][CH:20]=[CH:19][CH:18]=2)[N:3]=1.[Cl:23][C:24]1[CH:29]=[CH:28][CH:27]=[CH:26][C:25]=1B(O)O.C(N(CC)C(C)C)(C)C, predict the reaction product. The product is: [Cl:23][C:24]1[CH:29]=[CH:28][CH:27]=[CH:26][C:25]=1[C:2]1[N:7]=[C:6]([CH3:8])[C:5]([CH:9]([CH2:14][CH2:15][CH3:16])[C:10]([O:12][CH3:13])=[O:11])=[C:4]([C:17]2[CH:22]=[CH:21][CH:20]=[CH:19][CH:18]=2)[N:3]=1. (3) The product is: [CH:10]1[N:14]=[CH:13][N:12]([CH2:15][C:16]([P:18]([O-:21])([OH:20])=[O:19])([P:22]([O-:24])([OH:25])=[O:23])[OH:17])[CH:11]=1.[OH2:5].[OH2:9].[OH2:1].[OH2:5].[Na+:2].[Na+:2]. Given the reactants [OH-:1].[Na+:2].C([OH:5])C.CC([OH:9])C.[CH:10]1[N:14]=[CH:13][N:12]([CH2:15][C:16]([P:22]([OH:25])([OH:24])=[O:23])([P:18]([OH:21])([OH:20])=[O:19])[OH:17])[CH:11]=1, predict the reaction product. (4) Given the reactants P(Cl)(Cl)(Cl)=O.[CH3:6][C:7]1[CH:15]=[CH:14][C:10]([C:11]([OH:13])=O)=[CH:9][C:8]=1[N:16]1[C:25](=[O:26])[C:24]2[C:19](=[CH:20][CH:21]=[C:22]([N:27]3[CH2:32][CH2:31][N:30]([CH3:33])[CH2:29][CH2:28]3)[CH:23]=2)[N:18]=[CH:17]1.[NH2:34][C:35]1[CH:39]=[CH:38][O:37][N:36]=1, predict the reaction product. The product is: [O:37]1[CH:38]=[CH:39][C:35]([NH:34][C:11](=[O:13])[C:10]2[CH:14]=[CH:15][C:7]([CH3:6])=[C:8]([N:16]3[C:25](=[O:26])[C:24]4[C:19](=[CH:20][CH:21]=[C:22]([N:27]5[CH2:32][CH2:31][N:30]([CH3:33])[CH2:29][CH2:28]5)[CH:23]=4)[N:18]=[CH:17]3)[CH:9]=2)=[N:36]1. (5) Given the reactants [NH2:1][C:2]1[CH:3]=[CH:4][C:5]2[N:10]([CH3:11])[C:9](=[O:12])[O:8][C:7]([CH2:15][CH3:16])([CH2:13][CH3:14])[C:6]=2[CH:17]=1.[F:18][C:19]1[CH:24]=[C:23]([N+:25]([O-:27])=[O:26])[CH:22]=[C:21](I)[CH:20]=1, predict the reaction product. The product is: [CH2:13]([C:7]1([CH2:15][CH3:16])[C:6]2[CH:17]=[C:2]([NH:1][C:21]3[CH:22]=[C:23]([N+:25]([O-:27])=[O:26])[CH:24]=[C:19]([F:18])[CH:20]=3)[CH:3]=[CH:4][C:5]=2[N:10]([CH3:11])[C:9](=[O:12])[O:8]1)[CH3:14]. (6) The product is: [O:67]=[CH:66][C@@H:64]([C@H:63]([C@@H:62]([C@@H:61]([CH2:60][OH:59])[OH:7])[OH:69])[OH:68])[OH:65]. Given the reactants N[C@H](C(O)=O)CCC(=[O:7])N.CC1(C)S[C@@H]2[C@H](NC(CC3C=CC=CC=3)=O)C(=O)N2[C@H]1C([O-])=O.[K+].C[C@@H]1O[C@@H](O[C@H]2[C@H](O)[C@@H](O)[C@H](NC(N)=N)[C@@H](O)[C@@H]2NC(N)=N)[C@H]([O:59][C@@H:60]2[O:65][C@@H:64]([CH2:66][OH:67])[C@H:63]([OH:68])[C@@H:62]([OH:69])[C@@H:61]2NC)[C@@]1(O)C=O, predict the reaction product. (7) Given the reactants [F:1][C:2]1[CH:7]=[CH:6][C:5]([CH3:8])=[CH:4][C:3]=1[C:9]1[CH:14]=[C:13]([NH2:15])[CH:12]=[CH:11][N:10]=1.I[C:17]1[C:18]2[C:19](=[CH:23][N:24]([CH:26]3[CH2:31][CH2:30][N:29](C(OC(C)(C)C)=O)[CH2:28][CH2:27]3)[N:25]=2)[N:20]=[CH:21][CH:22]=1.CC(C)([O-])C.N#N.C1(P(C2CCCCC2)C2C=CC=CC=2C2C(C(C)C)=CC(C(C)C)=CC=2C(C)C)CCCCC1, predict the reaction product. The product is: [F:1][C:2]1[CH:7]=[CH:6][C:5]([CH3:8])=[CH:4][C:3]=1[C:9]1[CH:14]=[C:13]([NH:15][C:17]2[C:18]3[C:19](=[CH:23][N:24]([CH:26]4[CH2:31][CH2:30][NH:29][CH2:28][CH2:27]4)[N:25]=3)[N:20]=[CH:21][CH:22]=2)[CH:12]=[CH:11][N:10]=1.